This data is from Forward reaction prediction with 1.9M reactions from USPTO patents (1976-2016). The task is: Predict the product of the given reaction. (1) Given the reactants [C:1]([C:3]1[CH:4]=[C:5]([C:11](Cl)=[N:12][OH:13])[CH:6]=[CH:7][C:8]=1[O:9][CH3:10])#[N:2].[C:15]([O:19][CH2:20][CH3:21])(=[O:18])[C:16]#[CH:17].C(N(CC)CC)C, predict the reaction product. The product is: [C:1]([C:3]1[CH:4]=[C:5]([C:11]2[CH:17]=[C:16]([C:15]([O:19][CH2:20][CH3:21])=[O:18])[O:13][N:12]=2)[CH:6]=[CH:7][C:8]=1[O:9][CH3:10])#[N:2]. (2) Given the reactants [I-].[K+].[Cu][C:4]#[N:5].FC1C=CC([CH:13]2[C:21]3[C:16](=[CH:17][C:18](Br)=[CH:19][CH:20]=3)[CH2:15][O:14]2)=CC=1.C1(C)C=CC=CC=1, predict the reaction product. The product is: [CH2:13]1[C:21]2[C:16](=[CH:17][C:18]([C:4]#[N:5])=[CH:19][CH:20]=2)[CH2:15][O:14]1. (3) Given the reactants [CH2:1]([O:3][C:4]([C:6]1[NH:7][C:8]2[C:13]([CH:14]=1)=[C:12]([O:15][CH2:16][C:17]1[CH:22]=[CH:21][CH:20]=[CH:19][CH:18]=1)[CH:11]=[CH:10][CH:9]=2)=[O:5])[CH3:2].CN(C1C=CC=CN=1)C.[CH3:32][C:33]([O:36][C:37](O[C:37]([O:36][C:33]([CH3:35])([CH3:34])[CH3:32])=[O:38])=[O:38])([CH3:35])[CH3:34], predict the reaction product. The product is: [CH3:2][CH2:1][O:3][C:4]([C:6]1[N:7]([C:37]([O:36][C:33]([CH3:35])([CH3:34])[CH3:32])=[O:38])[C:8]2[C:13]([CH:14]=1)=[C:12]([O:15][CH2:16][C:17]1[CH:22]=[CH:21][CH:20]=[CH:19][CH:18]=1)[CH:11]=[CH:10][CH:9]=2)=[O:5].